Dataset: B-cell epitopes from IEDB database with 3,159 antigens for binding position prediction. Task: Token-level Classification. Given an antigen amino acid sequence, predict which amino acid positions are active epitope sites capable of antibody binding. Output is a list of indices for active positions. (1) Given the antigen sequence: MSKVQKDSAKPLDKFGNIYDYHYEHETHAPLSPRIRKVGDIEFHACSDYIYLLMTLSKDPEKFNYALKDRVSIRRYVRKNQNRYNYFLIEERVQDNIVNRISDRLISYCTDKEVTEDYIKKIDDYLWVEQRVIEEVSINVDHAREVKEKKRIMNDKKLIRMLFDTYEYVKDVKFTDDQYKDAAARISQFLIDVVDSYIIKPIPALPVTPDEPHHNNI, which amino acid positions are active epitope sites? The epitope positions are: [9, 10, 11, 12, 13, 14, 15, 16, 17, 18, 19, 20, 21, 22, 23, 24, 25, 26, 27, 28]. The amino acids at these positions are: KPLDKFGNIYDYHYEHETHA. (2) Given the antigen sequence: MRASIFLAVAILVITVVAAPDDDKGQEDLNMIVMKQLGEVRRFFTEDPLGRNVTKHFKEMIAIAKVIRQRIRKSLGEYLKGLENE, which amino acid positions are active epitope sites? The epitope positions are: [70, 71, 72, 73, 74, 75, 76, 77, 78, 79, 80, 81, 82, 83, 84]. The amino acids at these positions are: IRKSLGEYLKGLENE. (3) Given the antigen sequence: MGRTVVGASRMFWLTHFVPLLLALCPSEPAHALAPGSSRVELFKRQNSTVPFEENGEVRQRVVHSFRLPALVNVDGVMVAIADARYDTSNDNSLIDTVVKYSVDDGETWETQIAIKNSRASSVSRVVDPTVIVKGNKIYVLVGSYNSSTSYWTSHGDARDWDILLAVGEVTKSIVDGKTTANITWGSPVSLKEFFPAYMEGMHTNQFLGGAGVAIVASNGNLVYPVQVTNKRKQVFSKIFYSEDDGKTWKFGKGRSDFGCSEPVALEWEGKLIINTRVDYRRRLVYESSDTEKPWVEAVGTLSRCWGPSPKSDQPGSQSSFTAVTIEGMRVMLFTHPLNFKGWWLRDRLNLWLTDNQRIYNVGQLSIGDENSAYSSVLYKDDKLYCLHEINSNEVYSLVFARLVGELRIIKSVLQSWKKWDSHLSSICTPADPAASSSERVCGPAVTTVGLAGFLSHSANKTKWKDAYRCVDASTANAERVSNGLKFAGVGGGALWPVSQ..., which amino acid positions are active epitope sites? The epitope positions are: [696, 697, 698, 699, 700, 701]. The amino acids at these positions are: HSTPST. (4) The epitope positions are: [66, 67, 68, 69, 70, 71, 72, 73, 74, 75, 76, 77, 78, 79, 80]. The amino acids at these positions are: DLEPGTMDSVRSGPF. Given the antigen sequence: MREIVHIQAGQCGNQIGTKFWEVISDEHGIDPAGGYVGDSALQLERINVYYNESSSQKYVPRAALVDLEPGTMDSVRSGPFGQLFRPDNFIFAHLHRGTEEKQE, which amino acid positions are active epitope sites? (5) The epitope positions are: [225, 226, 227, 228, 229, 230, 231, 232, 233, 234, 235, 236, 237, 238, 239, 240, 241, 242, 243, 244... (30 total positions)]. The amino acids at these positions are: DKTGVRATFTVETRGIAAVRAGATSDDFAI. Given the antigen sequence: MGFRINTNVAALNAKANADLNSKSLDASLSRLSSGLRINSAADDASGMAIADSLRSQANTLGQAISNGNDALGILQTADKAMDEQLKILDTIKTKATQAAQDGQSLKTRTMLQADINRLMEELDNIANTTSFNGKQLLSGNFINQEFQIGASSNQTVKATIGATQSSKIGLTRFETGGRISSSGEVQFTLKNYNGIDDFQFQKVVISTSVGTGLGALADEINKNADKTGVRATFTVETRGIAAVRAGATSDDFAINGVKIGKVDYKDGDANGALVAAINSVKDTTGVEASIDANGQLLLTSREGRGIKIDGNIGGGAFINADMKENYGRLSLVKNDGKDILISGSNLSSAGFGATQFISQASVSLRESKGQIDANIADAMGFGSANKGVVLGGYSSVSAYMSSAGSGFSSGSGYSVGSGKNYSTGFANAIAISAASQLSTVYNVSAGSGFSSGSTLSQFATMKTTAFGVKDETAGVTTLKGAMAVMDIAETAITNLDQIR..., which amino acid positions are active epitope sites? (6) Given the antigen sequence: MAHGGIYLRQKRNFCPLTVSTVAVVFVVFMGVLVNSLGGVAVAADSGGVRQTPSETGSSGGQQEAVGTTEDYVNSSAMGGGQGDSLAEDDTTSDAAEGDVDPFPALANEGKSEARGPSLEERIEEQGTRRRYSSVQEPQAKVPSKRTQKRHRLIGAVVLAVSVAMLTAFFLRRTGRRSPQEPSGGGGGNDAGNNAGNGGNEGRGEGGEDDRRPLHPGSVNEFDF, which amino acid positions are active epitope sites? The epitope positions are: [213, 214, 215, 216, 217, 218, 219, 220, 221, 222, 223]. The amino acids at these positions are: LHPGSVNEFDF.